Dataset: Peptide-MHC class II binding affinity with 134,281 pairs from IEDB. Task: Regression. Given a peptide amino acid sequence and an MHC pseudo amino acid sequence, predict their binding affinity value. This is MHC class II binding data. (1) The peptide sequence is GVWTFDSEEPLQGPF. The MHC is HLA-DQA10104-DQB10503 with pseudo-sequence HLA-DQA10104-DQB10503. The binding affinity (normalized) is 0.0296. (2) The peptide sequence is AMFVEDIAMGYVVSS. The MHC is DRB5_0101 with pseudo-sequence DRB5_0101. The binding affinity (normalized) is 0.662. (3) The peptide sequence is AAAGAGTTVYGAFAA. The MHC is HLA-DPA10103-DPB10401 with pseudo-sequence HLA-DPA10103-DPB10401. The binding affinity (normalized) is 0.127. (4) The peptide sequence is EAKYDAYVATLSEALRIIAG. The MHC is HLA-DPA10103-DPB10301 with pseudo-sequence HLA-DPA10103-DPB10301. The binding affinity (normalized) is 0.330. (5) The peptide sequence is YDKFLANVSTVLAGK. The MHC is DRB1_0802 with pseudo-sequence DRB1_0802. The binding affinity (normalized) is 0.859.